Task: Predict the reaction yield, written as a fraction of the theoretical maximum amount of product (1.0 means a 100% yield; for example, 0.34 means a 34% yield).. Dataset: Reaction yield outcomes from USPTO patents with 853,638 reactions The reactants are [CH3:1][O:2][C:3](=[O:15])[CH:4]=[CH:5][C:6]1[CH:14]=[C:13]2[C:9]([CH:10]=[CH:11][NH:12]2)=[CH:8][CH:7]=1.[CH3:16][O:17][C:18]1[CH:23]=[CH:22][CH:21]=[CH:20][C:19]=1B(O)O. The yield is 0.200. The catalyst is O.O1CCOCC1. The product is [CH3:1][O:2][C:3](=[O:15])[CH2:4][CH:5]([C:6]1[CH:14]=[C:13]2[C:9]([CH:10]=[CH:11][NH:12]2)=[CH:8][CH:7]=1)[C:19]1[CH:20]=[CH:21][CH:22]=[CH:23][C:18]=1[O:17][CH3:16].